Dataset: Forward reaction prediction with 1.9M reactions from USPTO patents (1976-2016). Task: Predict the product of the given reaction. (1) Given the reactants [C:1]([O:4][CH2:5][C:6]([NH:28][C:29](=[O:31])[CH3:30])([CH2:23][O:24][C:25](=[O:27])[CH3:26])[CH2:7][CH2:8][C:9]1[CH:14]=[CH:13][C:12]([C:15]2[CH:20]=[CH:19][C:18]([OH:21])=[CH:17][C:16]=2[F:22])=[CH:11][CH:10]=1)(=[O:3])[CH3:2].[CH3:32][C:33]1[CH:38]=[CH:37][C:36](B(O)O)=[CH:35][CH:34]=1.N1C=CC=CC=1.C(O)(=O)CC(CC(O)=O)(C(O)=O)O, predict the reaction product. The product is: [C:25]([O:24][CH2:23][C:6]([NH:28][C:29](=[O:31])[CH3:30])([CH2:5][O:4][C:1](=[O:3])[CH3:2])[CH2:7][CH2:8][C:9]1[CH:14]=[CH:13][C:12]([C:15]2[CH:20]=[CH:19][C:18]([O:21][C:36]3[CH:37]=[CH:38][C:33]([CH3:32])=[CH:34][CH:35]=3)=[CH:17][C:16]=2[F:22])=[CH:11][CH:10]=1)(=[O:27])[CH3:26]. (2) Given the reactants Cl[C:2]1[C:7]2[N:8]=[C:9]([C:11]([F:14])([F:13])[F:12])[NH:10][C:6]=2[CH:5]=[CH:4][N:3]=1.[NH2:15][NH2:16], predict the reaction product. The product is: [NH:15]([C:2]1[C:7]2[N:8]=[C:9]([C:11]([F:14])([F:13])[F:12])[NH:10][C:6]=2[CH:5]=[CH:4][N:3]=1)[NH2:16]. (3) Given the reactants [NH2:1][C:2]1[N:7]=[CH:6][C:5]([C:8]2[CH:9]=[N:10][N:11]([C@@H:13]3[CH2:17][NH:16][C@H:15]([C:18]([OH:20])=O)[CH2:14]3)[CH:12]=2)=[CH:4][C:3]=1[C:21]1[N:22]=[CH:23][C:24]2[C:29]([CH:30]=1)=[C:28]([Cl:31])[CH:27]=[CH:26][C:25]=2[F:32].C(Cl)Cl.Cl.[CH3:37][NH:38][CH3:39].CCN(C(C)C)C(C)C.CN(C(ON1N=NC2C=CC=CC1=2)=[N+](C)C)C.[B-](F)(F)(F)F, predict the reaction product. The product is: [CH3:37][N:38]([CH3:39])[C:18]([C@@H:15]1[CH2:14][C@H:13]([N:11]2[CH:12]=[C:8]([C:5]3[CH:6]=[N:7][C:2]([NH2:1])=[C:3]([C:21]4[N:22]=[CH:23][C:24]5[C:29]([CH:30]=4)=[C:28]([Cl:31])[CH:27]=[CH:26][C:25]=5[F:32])[CH:4]=3)[CH:9]=[N:10]2)[CH2:17][NH:16]1)=[O:20]. (4) The product is: [C:1]([OH:9])(=[O:8])[CH:2]([CH2:4][C:5]([OH:7])=[O:6])[OH:3].[C:1]([O-:9])(=[O:8])[CH:2]([CH2:4][C:5]([O-:7])=[O:6])[OH:3]. Given the reactants [C:1]([OH:9])(=[O:8])[CH:2]([CH2:4][C:5]([OH:7])=[O:6])[OH:3].[O-2].[Ca+2], predict the reaction product. (5) Given the reactants [OH:1][C:2]1[CH:7]=[C:6]([N:8]2[CH2:13][CH2:12][O:11][CH2:10][CH2:9]2)[CH:5]=[C:4]([OH:14])[C:3]=1[C:15](=[O:17])[CH3:16].C([O-])([O-])=O.[K+].[K+].[C:24](Cl)(=O)[C:25]1[CH:30]=[CH:29][C:28]([O:31][CH3:32])=[CH:27][CH:26]=1.O, predict the reaction product. The product is: [OH:1][C:2]1[CH:7]=[C:6]([N:8]2[CH2:13][CH2:12][O:11][CH2:10][CH2:9]2)[CH:5]=[C:4]2[C:3]=1[C:15](=[O:17])[CH:16]=[C:24]([C:25]1[CH:30]=[CH:29][C:28]([O:31][CH3:32])=[CH:27][CH:26]=1)[O:14]2. (6) Given the reactants C([O:8][C:9]1[CH:27]=[CH:26][C:12]([CH2:13][C:14]2[CH:18]=[C:17]([C:19]3[C:20]([NH2:25])=[N:21][CH:22]=[CH:23][CH:24]=3)[O:16][N:15]=2)=[CH:11][CH:10]=1)C1C=CC=CC=1.FC(F)(F)C(O)=O.C1(SC)C=CC=CC=1.C(=O)([O-])O.[Na+], predict the reaction product. The product is: [NH2:25][C:20]1[C:19]([C:17]2[O:16][N:15]=[C:14]([CH2:13][C:12]3[CH:26]=[CH:27][C:9]([OH:8])=[CH:10][CH:11]=3)[CH:18]=2)=[CH:24][CH:23]=[CH:22][N:21]=1. (7) Given the reactants [CH3:1][O:2][CH2:3][C:4]1[CH:9]=[C:8]([C:10]([OH:12])=O)[CH:7]=[CH:6][C:5]=1[C:13]1[CH:18]=[CH:17][CH:16]=[CH:15][C:14]=1[CH3:19].[OH:20][CH:21]([CH2:34][OH:35])[CH2:22][NH:23][C:24]1[CH:25]=[C:26]([C:30](=[N:32]O)[NH2:31])[CH:27]=[CH:28][CH:29]=1, predict the reaction product. The product is: [CH3:1][O:2][CH2:3][C:4]1[CH:9]=[C:8]([C:10]2[O:12][N:32]=[C:30]([C:26]3[CH:25]=[C:24]([NH:23][CH2:22][CH:21]([OH:20])[CH2:34][OH:35])[CH:29]=[CH:28][CH:27]=3)[N:31]=2)[CH:7]=[CH:6][C:5]=1[C:13]1[CH:18]=[CH:17][CH:16]=[CH:15][C:14]=1[CH3:19]. (8) Given the reactants [CH:1]1([N:7]=[C:8]=[O:9])[CH2:6][CH2:5][CH2:4][CH2:3][CH2:2]1.[N:10]1[C:15]2[CH2:16][NH:17][CH2:18][C:14]=2[C:13]([NH:19][C:20]2[CH:21]=[N:22][C:23]3[C:28]([CH:29]=2)=[CH:27][CH:26]=[CH:25][CH:24]=3)=[N:12][CH:11]=1.CN1CCCC1=O, predict the reaction product. The product is: [CH:1]1([NH:7][C:8]([N:17]2[CH2:18][C:14]3[C:13]([NH:19][C:20]4[CH:21]=[N:22][C:23]5[C:28]([CH:29]=4)=[CH:27][CH:26]=[CH:25][CH:24]=5)=[N:12][CH:11]=[N:10][C:15]=3[CH2:16]2)=[O:9])[CH2:6][CH2:5][CH2:4][CH2:3][CH2:2]1. (9) The product is: [Cl:26][C:24]1[CH:25]=[C:7]2[C:6]([OH:27])=[C:5]([C:3]([NH:28][CH2:29][C:30]([OH:32])=[O:31])=[O:4])[C:10](=[O:11])[N:9]([CH2:12][C:13]3[CH:14]=[CH:15][C:16]([C:19]([F:20])([F:22])[F:21])=[CH:17][CH:18]=3)[N:8]2[CH:23]=1. Given the reactants CO[C:3]([C:5]1[C:10](=[O:11])[N:9]([CH2:12][C:13]2[CH:18]=[CH:17][C:16]([C:19]([F:22])([F:21])[F:20])=[CH:15][CH:14]=2)[N:8]2[CH:23]=[C:24]([Cl:26])[CH:25]=[C:7]2[C:6]=1[OH:27])=[O:4].[NH2:28][CH2:29][C:30]([O-:32])=[O:31].[Na+], predict the reaction product. (10) The product is: [CH2:17]([Sn:10]([CH2:13][CH2:14][CH2:15][CH3:16])([CH2:6][CH2:7][CH2:8][CH3:9])[C:11]1[O:23][N:21]=[C:24]([CH2:25][C:26]2[CH:39]=[CH:38][C:29]([CH2:30][O:31][C:32]3[CH:37]=[CH:36][CH:35]=[CH:34][N:33]=3)=[CH:28][CH:27]=2)[CH:12]=1)[CH2:18][CH2:19][CH3:20]. Given the reactants O1CCCC1.[CH2:6]([Sn:10]([CH2:17][CH2:18][CH2:19][CH3:20])([CH2:13][CH2:14][CH2:15][CH3:16])[C:11]#[CH:12])[CH2:7][CH2:8][CH3:9].[N+:21]([CH2:24][CH2:25][C:26]1[CH:39]=[CH:38][C:29]([CH2:30][O:31][C:32]2[CH:37]=[CH:36][CH:35]=[CH:34][N:33]=2)=[CH:28][CH:27]=1)([O-:23])=O.C(OC(OC(C)(C)C)=O)(OC(C)(C)C)=O, predict the reaction product.